From a dataset of Reaction yield outcomes from USPTO patents with 853,638 reactions. Predict the reaction yield, written as a fraction of the theoretical maximum amount of product (1.0 means a 100% yield; for example, 0.34 means a 34% yield). (1) The catalyst is O1CCOCC1.O.[Zn]. The product is [NH2:26][C:22]1[CH:21]=[C:20]([C:10]2[C:11]([C:13]3[CH:18]=[CH:17][N:16]=[C:15]([NH2:19])[N:14]=3)=[CH:12][N:8]([CH2:7][C:6]3[CH:5]=[CH:4][C:3]([O:2][CH3:1])=[CH:30][CH:29]=3)[N:9]=2)[CH:25]=[CH:24][CH:23]=1. The yield is 0.670. The reactants are [CH3:1][O:2][C:3]1[CH:30]=[CH:29][C:6]([CH2:7][N:8]2[CH:12]=[C:11]([C:13]3[CH:18]=[CH:17][N:16]=[C:15]([NH2:19])[N:14]=3)[C:10]([C:20]3[CH:25]=[CH:24][CH:23]=[C:22]([N+:26]([O-])=O)[CH:21]=3)=[N:9]2)=[CH:5][CH:4]=1.[Cl-].[NH4+]. (2) The reactants are [Cl:1][C:2]1[C:3]2[N:4]([CH:20]=[CH:21][N:22]=2)[CH:5]=[C:6]([C:17](O)=[O:18])[C:7]=1[NH:8][C:9]1[CH:14]=[CH:13][C:12]([I:15])=[CH:11][C:10]=1[F:16].[OH:23][C:24]1([CH:28]2[CH2:33][CH2:32][CH2:31][CH2:30][N:29]2[C:34]([O:36][C:37]([CH3:40])([CH3:39])[CH3:38])=[O:35])[CH2:27][NH:26][CH2:25]1.Cl.CN(C)CCCN=C=NCC. The catalyst is CN(C)C1C=CN=CC=1.CN(C)C=O. The product is [Cl:1][C:2]1[C:3]2[N:4]([CH:20]=[CH:21][N:22]=2)[CH:5]=[C:6]([C:17]([N:26]2[CH2:27][C:24]([CH:28]3[CH2:33][CH2:32][CH2:31][CH2:30][N:29]3[C:34]([O:36][C:37]([CH3:40])([CH3:39])[CH3:38])=[O:35])([OH:23])[CH2:25]2)=[O:18])[C:7]=1[NH:8][C:9]1[CH:14]=[CH:13][C:12]([I:15])=[CH:11][C:10]=1[F:16]. The yield is 0.830. (3) The reactants are [NH2:1][CH:2]1[CH:9]2[CH2:10][CH:5]3[CH2:6][CH:7]([CH2:11][CH:3]1[CH2:4]3)[CH2:8]2.CC1NC(C)=CC=1[C:18]1[CH:23]=[CH:22][CH:21]=[C:20]([C:24]2[CH:29]=[CH:28][C:27]([CH2:30][C:31](O)=O)=[CH:26][CH:25]=2)[N:19]=1.Cl.[NH2:36]O.B.[2H]C(Cl)(Cl)Cl.CO[2H]. The yield is 0.980. No catalyst specified. The product is [CH:9]12[CH2:10][CH:5]3[CH2:6][CH:7]([CH2:11][CH:3]([CH2:4]3)[CH:2]1[NH:1][CH2:31][CH2:30][C:27]1[CH:28]=[CH:29][C:24]([C:20]3[N:19]=[C:18]([NH2:36])[CH:23]=[CH:22][CH:21]=3)=[CH:25][CH:26]=1)[CH2:8]2. (4) The reactants are [Cl:1][C:2]1[N:7]=[C:6](Cl)[C:5]([F:9])=[CH:4][N:3]=1.[CH2:10]([O:14][C:15]1[CH:21]=[CH:20][C:18]([NH2:19])=[CH:17][CH:16]=1)[CH2:11][CH2:12][CH3:13].Cl.[OH-].[Na+]. The catalyst is CC(C)=O.O. The product is [Cl:1][C:2]1[N:7]=[C:6]([NH:19][C:18]2[CH:17]=[CH:16][C:15]([O:14][CH2:10][CH2:11][CH2:12][CH3:13])=[CH:21][CH:20]=2)[C:5]([F:9])=[CH:4][N:3]=1. The yield is 0.800. (5) The reactants are [F:1][C:2]1[CH:3]=[C:4]([N+:10]([O-:12])=[O:11])[CH:5]=[C:6]([F:9])[C:7]=1F.P([O-])([O-])([O-])=O.[K+].[K+].[K+].[C:21]1([CH:27]2[CH2:32][CH2:31][NH:30][CH2:29][CH2:28]2)[CH:26]=[CH:25][CH:24]=[CH:23][CH:22]=1. The catalyst is CS(C)=O. The product is [F:9][C:6]1[CH:5]=[C:4]([N+:10]([O-:12])=[O:11])[CH:3]=[C:2]([F:1])[C:7]=1[N:30]1[CH2:31][CH2:32][CH:27]([C:21]2[CH:26]=[CH:25][CH:24]=[CH:23][CH:22]=2)[CH2:28][CH2:29]1. The yield is 0.950. (6) The reactants are [Cl:1][C:2]1[CH:3]=[CH:4][C:5]([N+:9]([O-:11])=[O:10])=[C:6]([CH:8]=1)[NH2:7].N1C=CC=CC=1.[Cl:18][C:19]1[CH:27]=[CH:26][C:25]([N+:28]([O-:30])=[O:29])=[CH:24][C:20]=1[C:21](Cl)=[O:22]. The catalyst is ClCCl. The product is [Cl:18][C:19]1[CH:27]=[CH:26][C:25]([N+:28]([O-:30])=[O:29])=[CH:24][C:20]=1[C:21]([NH:7][C:6]1[CH:8]=[C:2]([Cl:1])[CH:3]=[CH:4][C:5]=1[N+:9]([O-:11])=[O:10])=[O:22]. The yield is 0.860. (7) The reactants are [C:1]([C:5]1[O:9][N:8]=[C:7]([NH:10][C:11]([NH:13][C:14]2[CH:19]=[CH:18][C:17]([O:20][C:21]3[CH:26]=[CH:25][C:24](C(=O)NC)=[CH:23][CH:22]=3)=[CH:16][CH:15]=2)=[O:12])[CH:6]=1)([CH3:4])([CH3:3])[CH3:2].C(C1O[N:38]=C(NC(NC2C=CC(OC3C=CC(C(O)=O)=CC=3)=CC=2)=O)C=1)(C)(C)C.CN.Cl.C(N=C=NCCCN(C)C)C.CN1CCOCC1.C(O)(=O)CC(CC(O)=O)(C(O)=O)O. The catalyst is C1COCC1.CN(C=O)C. The product is [C:1]([C:5]1[O:9][N:8]=[C:7]([NH:10][C:11]([NH:13][C:14]2[CH:15]=[CH:16][C:17]([O:20][C:21]3[CH:22]=[CH:23][C:24]([NH2:38])=[CH:25][CH:26]=3)=[CH:18][CH:19]=2)=[O:12])[CH:6]=1)([CH3:3])([CH3:2])[CH3:4]. The yield is 0.400.